This data is from Forward reaction prediction with 1.9M reactions from USPTO patents (1976-2016). The task is: Predict the product of the given reaction. (1) Given the reactants [Li]CCCC.C(NC(C)C)(C)C.[F:13][C:14]1[CH:19]=[CH:18][CH:17]=[CH:16][N:15]=1.[CH3:20][O:21][C:22]1[CH:23]=[CH:24][C:25]2[O:29][C:28]([C:30](OCC)=[O:31])=[CH:27][C:26]=2[CH:35]=1, predict the reaction product. The product is: [CH3:20][O:21][C:22]1[CH:23]=[CH:24][C:25]2[O:29][C:28]([C:30]([C:19]3[C:14]([F:13])=[N:15][CH:16]=[CH:17][CH:18]=3)=[O:31])=[CH:27][C:26]=2[CH:35]=1. (2) Given the reactants [CH3:1][C:2]1[CH:7]=[C:6]([CH2:8][C:9]2[CH:14]=[CH:13][CH:12]=[CH:11][N:10]=2)[N:5]=[C:4]2[NH:15][C:16](=O)[NH:17][C:3]=12.[CH3:19][C:20]1N=C2NC(=O)NC2=C(CC2C=CC=CN=2)C=1.C(O)(=O)CC, predict the reaction product. The product is: [CH2:19]([C:16]1[NH:15][C:4]2=[N:5][C:6]([CH2:8][C:9]3[CH:14]=[CH:13][CH:12]=[CH:11][N:10]=3)=[CH:7][C:2]([CH3:1])=[C:3]2[N:17]=1)[CH3:20].